From a dataset of Catalyst prediction with 721,799 reactions and 888 catalyst types from USPTO. Predict which catalyst facilitates the given reaction. (1) Reactant: [N:1]1[C:10]2[C:5](=[CH:6][CH:7]=[CH:8][CH:9]=2)[CH:4]=[C:3]([CH:11]=O)[CH:2]=1.[CH:13](=[O:15])[CH3:14].[OH-].[Na+].C(OC(=O)C)(=O)C.C(OC)(=O)C. Product: [N:1]1[C:10]2[C:5](=[CH:6][CH:7]=[CH:8][CH:9]=2)[CH:4]=[C:3]([CH:11]=[CH:14][CH:13]=[O:15])[CH:2]=1. The catalyst class is: 24. (2) Reactant: [CH2:1]([O:3][C:4](=[O:18])[C:5](=[N:11][NH:12][CH2:13][CH2:14][CH:15]([CH3:17])[CH3:16])[C:6]1[S:7][CH:8]=[CH:9][CH:10]=1)[CH3:2].Cl[C:20]([O:22][CH2:23][C:24]1[CH:29]=[CH:28][CH:27]=[CH:26][CH:25]=1)=[O:21]. Product: [CH2:1]([O:3][C:4](=[O:18])[C:5](=[N:11][N:12]([C:20]([O:22][CH2:23][C:24]1[CH:29]=[CH:28][CH:27]=[CH:26][CH:25]=1)=[O:21])[CH2:13][CH2:14][CH:15]([CH3:17])[CH3:16])[C:6]1[S:7][CH:8]=[CH:9][CH:10]=1)[CH3:2]. The catalyst class is: 12. (3) Reactant: [F:1][C:2]([F:8])([F:7])[CH:3]([OH:6])[CH:4]=[CH2:5].CC(C)([O-])C.[K+].[Br:15][C:16]1[CH:21]=[CH:20][C:19](F)=[C:18]([N+:23]([O-:25])=[O:24])[CH:17]=1.Cl. Product: [Br:15][C:16]1[CH:21]=[CH:20][C:19]([O:6][CH:3]([CH:4]=[CH2:5])[C:2]([F:8])([F:7])[F:1])=[C:18]([N+:23]([O-:25])=[O:24])[CH:17]=1. The catalyst class is: 1. (4) Reactant: [CH3:1][O:2][C:3]1[C:12]([C:13]([OH:15])=O)=[CH:11][C:10]2[C:5](=[CH:6][CH:7]=[CH:8][CH:9]=2)[N:4]=1.C1C=CC2N(O)N=NC=2C=1.CCN=C=NCCCN(C)C.Cl.[C:38]([O:42][C:43]([NH:45][NH2:46])=[O:44])([CH3:41])([CH3:40])[CH3:39]. Product: [CH3:1][O:2][C:3]1[C:12]([C:13]([NH:46][NH:45][C:43]([O:42][C:38]([CH3:41])([CH3:40])[CH3:39])=[O:44])=[O:15])=[CH:11][C:10]2[C:5](=[CH:6][CH:7]=[CH:8][CH:9]=2)[N:4]=1. The catalyst class is: 2. (5) The catalyst class is: 2. Reactant: [NH2:1][C:2]1[CH:10]=[C:9]([F:11])[CH:8]=[C:7]2[C:3]=1[CH:4]=[CH:5][N:6]2[C:12]([C:19]1[CH:24]=[CH:23][C:22]([Cl:25])=[CH:21][CH:20]=1)([CH2:17][CH3:18])[C:13]([CH3:16])([OH:15])[CH3:14].CN1CCOCC1.[CH3:33][S:34](Cl)(=[O:36])=[O:35]. Product: [Cl:25][C:22]1[CH:21]=[CH:20][C:19]([C:12]([N:6]2[C:7]3[C:3](=[C:2]([NH:1][S:34]([CH3:33])(=[O:36])=[O:35])[CH:10]=[C:9]([F:11])[CH:8]=3)[CH:4]=[CH:5]2)([CH2:17][CH3:18])[C:13]([OH:15])([CH3:16])[CH3:14])=[CH:24][CH:23]=1. (6) Reactant: C([O:3][CH2:4][CH2:5][CH2:6][N:7]1[C:12](=[O:13])[C:11]2[C:14]([CH2:19][C:20]3[CH:25]=[CH:24][C:23]([Cl:26])=[CH:22][CH:21]=3)=[C:15](Br)[CH:16]=[N:17][C:10]=2[N:9]([CH3:27])[C:8]1=[O:28])=O.[F:29][C:30]([F:43])([F:42])[O:31][C:32]1[CH:33]=[C:34]([CH:39]=[CH:40][CH:41]=1)[CH2:35]B(O)O.[O-]P([O-])([O-])=O.[K+].[K+].[K+]. Product: [F:29][C:30]([F:42])([F:43])[O:31][C:32]1[CH:33]=[C:34]([CH:39]=[CH:40][CH:41]=1)[CH2:35][C:15]1[CH:16]=[N:17][C:10]2[N:9]([CH3:27])[C:8](=[O:28])[N:7]([CH2:6][CH2:5][CH2:4][OH:3])[C:12](=[O:13])[C:11]=2[C:14]=1[CH2:19][C:20]1[CH:21]=[CH:22][C:23]([Cl:26])=[CH:24][CH:25]=1. The catalyst class is: 75. (7) Reactant: [C:1]1([P:7]([O:15][C:16]2[C@H:17]([CH3:40])[C@H:18]3[C@@H:35]([C@H:36]([OH:38])[CH3:37])[C:34](=[O:39])[N:19]3[C:20]=2[C:21]([O:23][CH2:24][C:25]2[CH:30]=[CH:29][C:28]([N+:31]([O-:33])=[O:32])=[CH:27][CH:26]=2)=[O:22])([C:9]2[CH:14]=[CH:13][CH:12]=[CH:11][CH:10]=2)=[O:8])[CH:6]=[CH:5][CH:4]=[CH:3][CH:2]=1.[Si:41](Cl)([C:44]([CH3:47])([CH3:46])[CH3:45])([CH3:43])[CH3:42].N1C=CN=C1.CO. Product: [Si:41]([O:38][C@@H:36]([C@H:35]1[C:34](=[O:39])[N:19]2[C:20]([C:21]([O:23][CH2:24][C:25]3[CH:26]=[CH:27][C:28]([N+:31]([O-:33])=[O:32])=[CH:29][CH:30]=3)=[O:22])=[C:16]([O:15][P:7]([C:9]3[CH:10]=[CH:11][CH:12]=[CH:13][CH:14]=3)([C:1]3[CH:6]=[CH:5][CH:4]=[CH:3][CH:2]=3)=[O:8])[C@H:17]([CH3:40])[C@@H:18]12)[CH3:37])([C:44]([CH3:47])([CH3:46])[CH3:45])([CH3:43])[CH3:42]. The catalyst class is: 9. (8) Reactant: [CH3:1][C:2](=[O:6])[CH:3]=[CH:4][CH3:5].C(N(CC)CC)C.FC(F)(F)S(O[Si:20]([CH3:23])([CH3:22])[CH3:21])(=O)=O. Product: [CH3:21][Si:20]([CH3:23])([CH3:22])[O:6][C:2](/[CH:3]=[CH:4]/[CH3:5])=[CH2:1]. The catalyst class is: 2.